Task: Predict the product of the given reaction.. Dataset: Forward reaction prediction with 1.9M reactions from USPTO patents (1976-2016) Given the reactants [F:1][C:2]1[CH:3]=[C:4]([NH2:9])[CH:5]=[CH:6][C:7]=1[CH3:8].[I:10](Cl)(=O)=O.I(Cl)(=O)=O.C([N+](C)(C)C)C1C=CC=CC=1.C(=O)([O-])[O-].[Ca+2], predict the reaction product. The product is: [F:1][C:2]1[C:7]([CH3:8])=[CH:6][C:5]([I:10])=[C:4]([NH2:9])[CH:3]=1.